Predict the reactants needed to synthesize the given product. From a dataset of Full USPTO retrosynthesis dataset with 1.9M reactions from patents (1976-2016). (1) Given the product [Cl:30][C:31]([Cl:36])([Cl:35])[C:32]([NH:20][C:15]1[CH:16]=[CH:17][CH:18]=[CH:19][C:14]=1[O:13][CH2:12][C:4]1[C:5]2[O:10][CH2:9][O:8][CH2:7][C:6]=2[CH:11]=[C:2]([Cl:1])[CH:3]=1)=[O:33], predict the reactants needed to synthesize it. The reactants are: [Cl:1][C:2]1[CH:3]=[C:4]([CH2:12][O:13][C:14]2[CH:19]=[CH:18][CH:17]=[CH:16][C:15]=2[NH2:20])[C:5]2[O:10][CH2:9][O:8][CH2:7][C:6]=2[CH:11]=1.C(N(CC)C(C)C)(C)C.[Cl:30][C:31]([Cl:36])([Cl:35])[C:32](Cl)=[O:33]. (2) Given the product [Cl:11][C:12]1[CH:17]=[CH:16][C:15]([C:2]2[CH:7]=[CH:6][CH:5]=[CH:4][C:3]=2[N+:8]([O-:10])=[O:9])=[CH:14][CH:13]=1, predict the reactants needed to synthesize it. The reactants are: Br[C:2]1[CH:7]=[CH:6][CH:5]=[CH:4][C:3]=1[N+:8]([O-:10])=[O:9].[Cl:11][C:12]1[CH:17]=[CH:16][C:15](OB(O)O)=[CH:14][CH:13]=1.C(=O)([O-])[O-].[K+].[K+]. (3) The reactants are: Cl.Cl[C:3]1C=CC(NN)=CC=1.BrCCCC1C=CC(C)=NC=1.CC1N=CC(CCCN(C2C=CC(C)=CC=2)N)=CC=1.C(OC(OCC)CCCNC)C.[CH3:53][NH:54][CH2:55][CH2:56][C:57]1[C:65]2[C:60](=[CH:61][CH:62]=[C:63]([CH3:66])[CH:64]=2)[N:59]([CH2:67][CH2:68][CH2:69][C:70]2[CH:71]=[N:72][C:73]([CH3:76])=[CH:74][CH:75]=2)[CH:58]=1.C=O.C(O)(C(F)(F)F)=O. Given the product [CH3:53][N:54]1[CH2:55][CH2:56][C:57]2[C:65]3[C:60](=[CH:61][CH:62]=[C:63]([CH3:66])[CH:64]=3)[N:59]([CH2:67][CH2:68][CH2:69][C:70]3[CH:71]=[N:72][C:73]([CH3:76])=[CH:74][CH:75]=3)[C:58]=2[CH2:3]1, predict the reactants needed to synthesize it.